Dataset: Catalyst prediction with 721,799 reactions and 888 catalyst types from USPTO. Task: Predict which catalyst facilitates the given reaction. (1) Reactant: [CH2:1]([O:8][C:9]1[C:24]([C:25]([O:27]CC2C=CC=CC=2)=[O:26])=[CH:23][CH:22]=[CH:21][C:10]=1[C:11]([O:13]CC1C=CC=CC=1)=[O:12])[C:2]1[CH:7]=[CH:6][CH:5]=[CH:4][CH:3]=1.CO.[OH-].[Na+]. Product: [CH2:1]([O:8][C:9]1[C:10]([C:11]([OH:13])=[O:12])=[CH:21][CH:22]=[CH:23][C:24]=1[C:25]([OH:27])=[O:26])[C:2]1[CH:7]=[CH:6][CH:5]=[CH:4][CH:3]=1. The catalyst class is: 6. (2) Reactant: [C:1]1([S:7]([N:10]2[C:14]3=[N:15][CH:16]=[C:17]([C:19]#[C:20][CH2:21][O:22][CH3:23])[CH:18]=[C:13]3[CH:12]=[C:11]2[C:24](=[O:31])[CH2:25][CH:26]2[CH2:30][CH2:29][CH2:28][CH2:27]2)(=[O:9])=[O:8])[CH:6]=[CH:5][CH:4]=[CH:3][CH:2]=1.C[Si]([N-][Si](C)(C)C)(C)C.[Li+].[C:42]1([CH3:62])[CH:47]=[CH:46][C:45]([S:48](O[S:48]([C:45]2[CH:46]=[CH:47][C:42]([CH3:62])=[CH:43][CH:44]=2)(=[O:50])=[O:49])(=[O:50])=[O:49])=[CH:44][CH:43]=1. Product: [C:1]1([S:7]([N:10]2[C:14]3=[N:15][CH:16]=[C:17]([C:19]#[C:20][CH2:21][O:22][CH3:23])[CH:18]=[C:13]3[CH:12]=[C:11]2[C:24]([O:31][S:48]([C:45]2[CH:46]=[CH:47][C:42]([CH3:62])=[CH:43][CH:44]=2)(=[O:50])=[O:49])=[CH:25][CH:26]2[CH2:27][CH2:28][CH2:29][CH2:30]2)(=[O:9])=[O:8])[CH:2]=[CH:3][CH:4]=[CH:5][CH:6]=1. The catalyst class is: 7. (3) Reactant: [CH3:1][O:2][C:3](=[O:27])[CH:4]([C:8]1[C:9](Cl)=[N:10][C:11]([N:20]2[CH2:25][CH2:24][CH2:23][CH2:22][CH2:21]2)=[N:12][C:13]=1[C:14]1[CH:19]=[CH:18][CH:17]=[CH:16][CH:15]=1)[CH2:5][CH2:6][CH3:7].B(O)(O)[C:29]1[CH:30]=[CH:31][C:32](C)=[CH:33][CH:34]=1.[CH:38](N(CC)C(C)C)(C)C. Product: [C:29]1([C:9]2[C:8]([CH:4]([CH2:5][CH2:6][CH3:7])[C:3]([O:2][CH3:1])=[O:27])=[C:13]([C:14]3[CH:19]=[CH:18][C:17]([CH3:38])=[CH:16][CH:15]=3)[N:12]=[C:11]([N:20]3[CH2:25][CH2:24][CH2:23][CH2:22][CH2:21]3)[N:10]=2)[CH:30]=[CH:31][CH:32]=[CH:33][CH:34]=1. The catalyst class is: 659. (4) Reactant: Br[C:2]1[CH:11]=[CH:10][C:9]([O:12][CH3:13])=[CH:8][C:3]=1[C:4]([O:6][CH3:7])=[O:5].[F:14][C:15]1[CH:22]=[CH:21][C:18]([CH:19]=[CH2:20])=[CH:17][CH:16]=1.C([O-])(O)=O.[Na+]. Product: [F:14][C:15]1[CH:22]=[CH:21][C:18]([CH:19]=[CH:20][C:2]2[CH:11]=[CH:10][C:9]([O:12][CH3:13])=[CH:8][C:3]=2[C:4]([O:6][CH3:7])=[O:5])=[CH:17][CH:16]=1. The catalyst class is: 6. (5) Reactant: [Cl:1][C:2]1[CH:9]=[C:8]([N:10]2[CH2:14][CH2:13][CH2:12][CH2:11]2)[CH:7]=[CH:6][C:3]=1[CH:4]=O.[N:15]1([C:21]([O:23][C:24]([CH3:27])([CH3:26])[CH3:25])=[O:22])[CH2:20][CH2:19][NH:18][CH2:17][CH2:16]1.ClCCCl.C(O[BH-](OC(=O)C)OC(=O)C)(=O)C.[Na+]. Product: [Cl:1][C:2]1[CH:9]=[C:8]([N:10]2[CH2:14][CH2:13][CH2:12][CH2:11]2)[CH:7]=[CH:6][C:3]=1[CH2:4][N:18]1[CH2:17][CH2:16][N:15]([C:21]([O:23][C:24]([CH3:27])([CH3:26])[CH3:25])=[O:22])[CH2:20][CH2:19]1. The catalyst class is: 6. (6) Reactant: C([Li])CCC.[CH3:6][O:7][C:8]1[CH:13]=[CH:12][CH:11]=[CH:10][C:9]=1[NH:14][C:15](=[O:20])[C:16]([CH3:19])([CH3:18])[CH3:17].[C:21](=[O:23])=[O:22].Cl. Product: [CH3:6][O:7][C:8]1[C:9]([NH:14][C:15](=[O:20])[C:16]([CH3:17])([CH3:19])[CH3:18])=[C:10]([CH:11]=[CH:12][CH:13]=1)[C:21]([OH:23])=[O:22]. The catalyst class is: 7. (7) Reactant: Cl[CH2:2][CH2:3][C:4]([C:9]1[CH:14]=[CH:13][C:12]([F:15])=[CH:11][CH:10]=1)([OH:8])[CH2:5][CH:6]=[CH2:7].[CH3:16][N:17]([C:19]1[CH:24]=[CH:23][CH:22]=[CH:21][CH:20]=1)[NH2:18]. Product: [F:15][C:12]1[CH:13]=[CH:14][C:9]([C:4]([OH:8])([CH2:5][CH:6]=[CH2:7])[CH2:3][CH2:2][NH:18][N:17]([CH3:16])[C:19]2[CH:24]=[CH:23][CH:22]=[CH:21][CH:20]=2)=[CH:10][CH:11]=1. The catalyst class is: 682. (8) Reactant: Cl[C:2]1[CH:7]=[C:6]([C:8]#[N:9])[CH:5]=[C:4]([C:10]2[CH:11]=[N:12][C:13]([C:16]([F:19])([F:18])[F:17])=[CH:14][CH:15]=2)[N:3]=1.[F-:20].[K+]. Product: [F:20][C:2]1[CH:7]=[C:6]([C:8]#[N:9])[CH:5]=[C:4]([C:10]2[CH:11]=[N:12][C:13]([C:16]([F:19])([F:18])[F:17])=[CH:14][CH:15]=2)[N:3]=1. The catalyst class is: 16.